This data is from Forward reaction prediction with 1.9M reactions from USPTO patents (1976-2016). The task is: Predict the product of the given reaction. (1) Given the reactants [NH2:1][C:2]1[C:6]2[C:7]([Cl:13])=[C:8]([O:11][CH3:12])[CH:9]=[CH:10][C:5]=2[O:4][C:3]=1[C:14](=[O:25])[CH:15]=[CH:16][C:17]1[N:18]=[C:19]([CH:22]([CH3:24])[CH3:23])[S:20][CH:21]=1.O, predict the reaction product. The product is: [Cl:13][C:7]1[C:6]2[C:2]3[NH:1][CH:16]([C:17]4[N:18]=[C:19]([CH:22]([CH3:23])[CH3:24])[S:20][CH:21]=4)[CH2:15][C:14](=[O:25])[C:3]=3[O:4][C:5]=2[CH:10]=[CH:9][C:8]=1[O:11][CH3:12]. (2) The product is: [CH:7]([N:10]1[N:19]=[C:18]([NH:20][C:21]2[CH:25]=[C:24]([CH3:26])[NH:23][N:22]=2)[C:17]2[C:12](=[CH:13][C:14]([S:3]([CH3:31])(=[O:5])=[O:2])=[CH:15][CH:16]=2)[C:11]1=[O:29])([CH3:9])[CH3:8]. Given the reactants O[O:2][S:3]([O-:5])=O.[K+].[CH:7]([N:10]1[N:19]=[C:18]([NH:20][C:21]2[CH:25]=[C:24]([CH3:26])[NH:23][N:22]=2)[C:17]2[C:12](=[CH:13][C:14](SC)=[CH:15][CH:16]=2)[C:11]1=[O:29])([CH3:9])[CH3:8].O1CCOC[CH2:31]1.O, predict the reaction product. (3) The product is: [CH2:5]([O:4][C:2](=[O:3])[NH:11][C:10]1[CH:12]=[CH:13][CH:14]=[CH:15][C:9]=1[C:7]#[N:8])[CH3:6]. Given the reactants Cl[C:2]([O:4][CH2:5][CH3:6])=[O:3].[C:7]([C:9]1[CH:15]=[CH:14][CH:13]=[CH:12][C:10]=1[NH2:11])#[N:8].O, predict the reaction product. (4) Given the reactants [Cl:1][C:2]1[CH:7]=[CH:6][C:5]([N:8]2[C:16]([C:17]([NH:19][CH3:20])=[O:18])=[C:15]3[C:10]([CH:11]=[C:12]([N+:24]([O-])=O)[C:13]([CH:21]4[CH2:23][CH2:22]4)=[CH:14]3)=[N:9]2)=[CH:4][CH:3]=1, predict the reaction product. The product is: [NH2:24][C:12]1[C:13]([CH:21]2[CH2:23][CH2:22]2)=[CH:14][C:15]2[C:10]([CH:11]=1)=[N:9][N:8]([C:5]1[CH:4]=[CH:3][C:2]([Cl:1])=[CH:7][CH:6]=1)[C:16]=2[C:17]([NH:19][CH3:20])=[O:18]. (5) Given the reactants [CH3:1][O:2][C:3]([C:5]1[O:6][C:7]([C:9]2[C:14]([C:15]=1[C:16]1[CH:21]=[CH:20][CH:19]=[CH:18][CH:17]=1)=[CH:13][C:12]([Br:22])=[CH:11][CH:10]=2)=O)=[O:4].[C:23]([O:27][C:28]([N:30]1[CH2:35][CH2:34][CH2:33][CH2:32][CH:31]1[CH2:36][NH2:37])=[O:29])([CH3:26])([CH3:25])[CH3:24], predict the reaction product. The product is: [CH3:1][O:2][C:3]([C:5]1[N:37]([CH2:36][CH:31]2[CH2:32][CH2:33][CH2:34][CH2:35][N:30]2[C:28]([O:27][C:23]([CH3:26])([CH3:25])[CH3:24])=[O:29])[C:7](=[O:6])[C:9]2[C:14]([C:15]=1[C:16]1[CH:21]=[CH:20][CH:19]=[CH:18][CH:17]=1)=[CH:13][C:12]([Br:22])=[CH:11][CH:10]=2)=[O:4]. (6) Given the reactants [Cl:1][C:2]1[NH:7][CH:6]([CH3:8])[N:5]=[C:4]2[N:9]([C:13]3[C:18]([CH3:19])=[CH:17][C:16]([CH3:20])=[CH:15][C:14]=3[CH3:21])[C:10]([CH3:12])=[CH:11][C:3]=12.[Cl-].[Al+3].[Cl-].[Cl-].[Cl:26][CH2:27][C:28](Cl)=[O:29], predict the reaction product. The product is: [Cl:1][C:2]1[NH:7][CH:6]([CH3:8])[N:5]=[C:4]2[N:9]([C:13]3[C:18]([CH3:19])=[CH:17][C:16]([CH3:20])=[CH:15][C:14]=3[CH3:21])[C:10]([CH3:12])=[C:11]([C:28](=[O:29])[CH2:27][Cl:26])[C:3]=12. (7) Given the reactants [NH2:1][C:2]1[CH:7]=[CH:6][C:5]([Br:8])=[CH:4][N:3]=1.[F:9][C:10]1[CH:15]=[CH:14][C:13]([CH3:16])=[CH:12][C:11]=1[N:17]=[C:18]=[O:19].FC1C=CC=C(N=C=O)C=1, predict the reaction product. The product is: [Br:8][C:5]1[CH:6]=[CH:7][C:2]([NH:1][C:18]([NH:17][C:11]2[CH:12]=[C:13]([CH3:16])[CH:14]=[CH:15][C:10]=2[F:9])=[O:19])=[N:3][CH:4]=1. (8) Given the reactants Br[C:2]1[N:6]2[CH:7]=[CH:8][C:9]([C:11]([F:14])([F:13])[F:12])=[N:10][C:5]2=[N:4][CH:3]=1.[F:15][C:16]1[C:21]([C:22]2[CH:27]=[CH:26][CH:25]=[CH:24][N:23]=2)=[CH:20][CH:19]=[CH:18][C:17]=1B(O)O, predict the reaction product. The product is: [F:15][C:16]1[C:21]([C:22]2[CH:27]=[CH:26][CH:25]=[CH:24][N:23]=2)=[CH:20][CH:19]=[CH:18][C:17]=1[C:2]1[N:6]2[CH:7]=[CH:8][C:9]([C:11]([F:14])([F:13])[F:12])=[N:10][C:5]2=[N:4][CH:3]=1. (9) Given the reactants [H-].[Na+].[CH2:3]1[O:7][C@@H:6]2[C@@H:8]([OH:11])[CH2:9][O:10][C@@H:5]2[C@@H:4]1[OH:12].[CH3:13]I.[Cl:15][C:16]1[CH:17]=[C:18]([NH:23][C:24]2[C:33]3[C:28](=[CH:29][C:30](F)=[C:31]([N+:34]([O-:36])=[O:35])[CH:32]=3)[N:27]=[CH:26][N:25]=2)[CH:19]=[CH:20][C:21]=1[F:22], predict the reaction product. The product is: [Cl:15][C:16]1[CH:17]=[C:18]([NH:23][C:24]2[C:33]3[C:28](=[CH:29][C:30]([O:12][C@H:4]4[CH2:3][O:7][C@H:6]5[C@H:8]([O:11][CH3:13])[CH2:9][O:10][C@@H:5]45)=[C:31]([N+:34]([O-:36])=[O:35])[CH:32]=3)[N:27]=[CH:26][N:25]=2)[CH:19]=[CH:20][C:21]=1[F:22]. (10) Given the reactants C[Mg]Br.CC[O:6][CH2:7][CH3:8].[Cl:9][C:10]1[CH:11]=[C:12]([CH:20]([CH2:30][CH:31]2[CH2:35]C[C:33](=O)[CH2:32]2)[C:21]([NH:23][C:24]2[CH:29]=[N:28][CH:27]=[CH:26][N:25]=2)=[O:22])[CH:13]=[CH:14][C:15]=1[S:16]([CH3:19])(=[O:18])=[O:17], predict the reaction product. The product is: [Cl:9][C:10]1[CH:11]=[C:12]([CH:20]([CH2:30][CH:31]2[CH2:32][CH2:33][C:7]([OH:6])([CH3:8])[CH2:35]2)[C:21]([NH:23][C:24]2[CH:29]=[N:28][CH:27]=[CH:26][N:25]=2)=[O:22])[CH:13]=[CH:14][C:15]=1[S:16]([CH3:19])(=[O:17])=[O:18].